From a dataset of Full USPTO retrosynthesis dataset with 1.9M reactions from patents (1976-2016). Predict the reactants needed to synthesize the given product. (1) The reactants are: [CH3:1][C:2]1[CH:9]=[C:8]([O:10][CH2:11][CH2:12][CH2:13][C:14]2[CH2:15][CH2:16][N:17]([CH3:20])[CH2:18][CH:19]=2)[CH:7]=[CH:6][C:3]=1[CH:4]=O.C[N:22]1CC=[C:25]([CH2:28][CH2:29][CH2:30]O)[CH2:24][CH2:23]1.N1C=CC=CC=1.C1(C)C=CC(S([Cl:47])(=O)=O)=CC=1.OC1C=CC(C=O)=C(C)C=1.C([O-])([O-])=O.[K+].[K+].C[N:66]([CH:68]=O)C. Given the product [Cl:47][C:25]1[CH:28]=[C:29]([CH3:30])[C:68]2[N:66]=[C:4]([C:3]3[CH:6]=[CH:7][C:8]([O:10][CH2:11][CH2:12][CH2:13][C:14]4[CH2:15][CH2:16][N:17]([CH3:20])[CH2:18][CH:19]=4)=[CH:9][C:2]=3[CH3:1])[NH:22][C:23]=2[CH:24]=1, predict the reactants needed to synthesize it. (2) The reactants are: [NH2:1][C:2]1[C:11]([O:12][CH3:13])=[CH:10][CH:9]=[CH:8][C:3]=1[C:4]([O:6][CH3:7])=[O:5].[Br:14]Br.O. Given the product [NH2:1][C:2]1[C:11]([O:12][CH3:13])=[CH:10][C:9]([Br:14])=[CH:8][C:3]=1[C:4]([O:6][CH3:7])=[O:5], predict the reactants needed to synthesize it. (3) Given the product [CH3:2][N:3]([CH3:34])[CH:4]1[CH2:5][CH2:6][CH:7]([O:10][C:11]2[N:12]=[CH:13][N:14]=[C:15]3[C:22]=2[C:21]2[C@@H:20]([CH2:23][C@H:24]([C:26]4[CH:30]=[CH:29][NH:28][N:27]=4)[OH:25])[CH2:19][CH2:18][C:17]=2[S:16]3)[CH2:8][CH2:9]1, predict the reactants needed to synthesize it. The reactants are: Cl.[CH3:2][NH:3][CH:4]1[CH2:9][CH2:8][CH:7]([O:10][C:11]2[C:22]3[C:21]4[C@@H:20]([CH2:23][C@H:24]([C:26]5[CH:30]=[CH:29][NH:28][N:27]=5)[OH:25])[CH2:19][CH2:18][C:17]=4[S:16][C:15]=3[N:14]=[CH:13][N:12]=2)[CH2:6][CH2:5]1.C=O.[BH3-][C:34]#N.[Na+]. (4) Given the product [ClH:1].[Cl:26][C:27]1[CH:28]=[C:29]([NH:39][C:2]2[N:7]=[C:6]([C:8]3[S:12][C:11]([NH:13][CH2:14][CH2:15][O:16][CH3:17])=[N:10][C:9]=3[C:18]3[CH:23]=[CH:22][CH:21]=[C:20]([O:24][CH3:25])[CH:19]=3)[CH:5]=[CH:4][N:3]=2)[CH:30]=[CH:31][C:32]=1[N:33]1[CH2:34][CH2:35][O:36][CH2:37][CH2:38]1, predict the reactants needed to synthesize it. The reactants are: [Cl:1][C:2]1[N:7]=[C:6]([C:8]2[S:12][C:11]([NH:13][CH2:14][CH2:15][O:16][CH3:17])=[N:10][C:9]=2[C:18]2[CH:23]=[CH:22][CH:21]=[C:20]([O:24][CH3:25])[CH:19]=2)[CH:5]=[CH:4][N:3]=1.[Cl:26][C:27]1[CH:28]=[C:29]([NH2:39])[CH:30]=[CH:31][C:32]=1[N:33]1[CH2:38][CH2:37][O:36][CH2:35][CH2:34]1. (5) Given the product [OH:37][C:36]1[C:35]([CH3:38])=[CH:34][C:31]([CH2:32][NH:1][C:2]2[NH:6][N:5]=[C:4]([NH:7][C:8]3[CH:13]=[CH:12][C:11]([NH:14][C:15](=[O:24])[C:16]4[CH:21]=[CH:20][C:19]([O:22][CH3:23])=[CH:18][CH:17]=4)=[CH:10][CH:9]=3)[C:3]=2[C:25]([NH2:27])=[O:26])=[CH:30][C:29]=1[CH3:28], predict the reactants needed to synthesize it. The reactants are: [NH2:1][C:2]1[NH:6][N:5]=[C:4]([NH:7][C:8]2[CH:13]=[CH:12][C:11]([NH:14][C:15](=[O:24])[C:16]3[CH:21]=[CH:20][C:19]([O:22][CH3:23])=[CH:18][CH:17]=3)=[CH:10][CH:9]=2)[C:3]=1[C:25]([NH2:27])=[O:26].[CH3:28][C:29]1[CH:30]=[C:31]([CH:34]=[C:35]([CH3:38])[C:36]=1[OH:37])[CH:32]=O.CN(C=O)C.[BH4-].[Na+]. (6) Given the product [F:15][C:16]1[CH:21]=[CH:20][C:19]([C:22]2[O:23][C:24]3[CH:34]=[C:33]([N:35]([CH3:40])[S:36]([CH3:39])(=[O:37])=[O:38])[C:32]([C:8]4[N:9]=[C:10]5[C:5](=[N:6][CH:7]=4)[N:4]=[CH:3][NH:12][C:11]5=[O:13])=[CH:31][C:25]=3[C:26]=2[C:27]([NH:29][CH3:30])=[O:28])=[CH:18][CH:17]=1, predict the reactants needed to synthesize it. The reactants are: C([C:3]1[NH:12][C:11](=[O:13])[C:10]2[C:5](=[N:6][CH:7]=[C:8](Br)[N:9]=2)[N:4]=1)C.[F:15][C:16]1[CH:21]=[CH:20][C:19]([C:22]2[O:23][C:24]3[CH:34]=[C:33]([N:35]([CH3:40])[S:36]([CH3:39])(=[O:38])=[O:37])[C:32](B4OC(C)(C)C(C)(C)O4)=[CH:31][C:25]=3[C:26]=2[C:27]([NH:29][CH3:30])=[O:28])=[CH:18][CH:17]=1.C([O-])([O-])=O.[Na+].[Na+].